This data is from Forward reaction prediction with 1.9M reactions from USPTO patents (1976-2016). The task is: Predict the product of the given reaction. (1) Given the reactants [C:1]([C:9]([OH:11])=[O:10])(=[O:8])[C:2]1[CH:7]=[CH:6][CH:5]=[CH:4][CH:3]=1.[CH3:12][CH2:13][C:14]([CH2:19][O:20][CH2:21][CH:22]=[CH2:23])([CH2:17]O)[CH2:15][OH:16].[CH:33]1(N=C=N[CH:33]2[CH2:38][CH2:37][CH2:36][CH2:35][CH2:34]2)[CH2:38][CH2:37][CH2:36][CH2:35][CH2:34]1, predict the reaction product. The product is: [O:8]=[C:1]([C:2]1[CH:7]=[CH:6][CH:5]=[CH:4][CH:3]=1)[C:9]([O:11][CH2:17][C:14]([CH2:19][O:20][CH2:21][CH:22]=[CH2:23])([CH2:15][O:16][C:9](=[O:10])[C:1](=[O:8])[C:33]1[CH:34]=[CH:35][CH:36]=[CH:37][CH:38]=1)[CH2:13][CH3:12])=[O:10]. (2) Given the reactants [H-].[Na+].[Br:3][C:4]1[CH:5]=[CH:6][C:7](F)=[N:8][CH:9]=1.[OH:11][CH2:12][C:13]([CH3:19])([CH3:18])[C:14]([O:16][CH3:17])=[O:15], predict the reaction product. The product is: [Br:3][C:4]1[CH:5]=[CH:6][C:7]([O:11][CH2:12][C:13]([CH3:19])([CH3:18])[C:14]([O:16][CH3:17])=[O:15])=[N:8][CH:9]=1.